Dataset: CYP1A2 inhibition data for predicting drug metabolism from PubChem BioAssay. Task: Regression/Classification. Given a drug SMILES string, predict its absorption, distribution, metabolism, or excretion properties. Task type varies by dataset: regression for continuous measurements (e.g., permeability, clearance, half-life) or binary classification for categorical outcomes (e.g., BBB penetration, CYP inhibition). Dataset: cyp1a2_veith. (1) The molecule is COc1cccc(-c2cc(NCc3ccccc3OC)ncn2)c1. The result is 1 (inhibitor). (2) The drug is [N-]=[N+]=Nc1ccc(C(=O)CSC[C@@H](NC(=O)CC[C@@H](N)C(=O)O)C(=O)NCC(=O)O)cc1. The result is 0 (non-inhibitor). (3) The molecule is CCSC1=C(C#N)C2(CCCCC2)C(C#N)=C(N)N1. The result is 1 (inhibitor). (4) The drug is O=C(Oc1cccc(Br)c1)c1cccnc1. The result is 1 (inhibitor). (5) The drug is Cc1nnc2c(Oc3ccccc3)nc3ccccc3n12. The result is 1 (inhibitor). (6) The molecule is Br.N=C1c2ccccc2CN1NC(=O)c1ccc(Cl)cc1. The result is 0 (non-inhibitor). (7) The drug is Cc1ccc(N(C(=O)c2csnn2)C(C(=O)NC(C)(C)C)c2cccs2)cc1. The result is 0 (non-inhibitor). (8) The compound is CCCCCCC/C=C\CCCCCCCCC(=O)O. The result is 1 (inhibitor).